Dataset: Full USPTO retrosynthesis dataset with 1.9M reactions from patents (1976-2016). Task: Predict the reactants needed to synthesize the given product. (1) Given the product [C:28]([O:32][C:33]([N:35]1[CH2:40][CH2:39][N:38]([C:41]2[CH:42]=[CH:43][C:44]([NH:47][C:14]3[N:15]=[CH:16][C:11]4[CH:10]=[C:9]([C:1](=[O:8])[C:2]5[CH:7]=[CH:6][CH:5]=[CH:4][CH:3]=5)[C:21](=[O:22])[N:20]([CH:23]5[CH2:27][CH2:26][CH2:25][CH2:24]5)[C:12]=4[N:13]=3)=[CH:45][CH:46]=2)[CH2:37][CH2:36]1)=[O:34])([CH3:31])([CH3:29])[CH3:30], predict the reactants needed to synthesize it. The reactants are: [C:1]([C:9]1[C:21](=[O:22])[N:20]([CH:23]2[CH2:27][CH2:26][CH2:25][CH2:24]2)[C:12]2[N:13]=[C:14](S(C)=O)[N:15]=[CH:16][C:11]=2[CH:10]=1)(=[O:8])[C:2]1[CH:7]=[CH:6][CH:5]=[CH:4][CH:3]=1.[C:28]([O:32][C:33]([N:35]1[CH2:40][CH2:39][N:38]([C:41]2[CH:46]=[CH:45][C:44]([NH2:47])=[CH:43][CH:42]=2)[CH2:37][CH2:36]1)=[O:34])([CH3:31])([CH3:30])[CH3:29]. (2) The reactants are: C([O:5][C:6](=[O:33])/[CH:7]=[CH:8]/[C:9]1[C:10]([NH:23][S:24]([C:27]2[CH:32]=[CH:31][CH:30]=[CH:29][CH:28]=2)(=[O:26])=[O:25])=[C:11]([C:19]([O:21][CH3:22])=[O:20])[C:12]2[CH2:13][CH2:14][CH2:15][CH2:16][C:17]=2[CH:18]=1)(C)(C)C.C(O)(C(F)(F)F)=O. Given the product [CH3:22][O:21][C:19]([C:11]1[C:12]2[CH2:13][CH2:14][CH2:15][CH2:16][C:17]=2[CH:18]=[C:9](/[CH:8]=[CH:7]/[C:6]([OH:33])=[O:5])[C:10]=1[NH:23][S:24]([C:27]1[CH:32]=[CH:31][CH:30]=[CH:29][CH:28]=1)(=[O:25])=[O:26])=[O:20], predict the reactants needed to synthesize it. (3) Given the product [Cl:1][C:2]1[CH:3]=[CH:4][C:5]([O:25][CH2:26][C:27]2[CH:32]=[CH:31][C:30]([F:33])=[CH:29][C:28]=2[F:34])=[C:6]([C:8]2[CH2:13][CH2:12][CH2:11][CH2:10][C:9]=2[C:14]2[N:19]=[C:18]([C:20]([OH:22])=[O:21])[CH:17]=[CH:16][CH:15]=2)[CH:7]=1, predict the reactants needed to synthesize it. The reactants are: [Cl:1][C:2]1[CH:3]=[CH:4][C:5]([O:25][CH2:26][C:27]2[CH:32]=[CH:31][C:30]([F:33])=[CH:29][C:28]=2[F:34])=[C:6]([C:8]2[CH2:13][CH2:12][CH2:11][CH2:10][C:9]=2[C:14]2[N:19]=[C:18]([C:20]([O:22]CC)=[O:21])[CH:17]=[CH:16][CH:15]=2)[CH:7]=1.[OH-].[Na+].C(O)(=O)C. (4) Given the product [Cl:13][C:9]1[C:8]([F:14])=[C:7]([N:5]2[CH:6]=[C:2]([NH:1][C:19]([NH2:20])=[O:18])[C:3]([C:15]([NH2:17])=[O:16])=[N:4]2)[CH:12]=[CH:11][CH:10]=1, predict the reactants needed to synthesize it. The reactants are: [NH2:1][C:2]1[C:3]([C:15]([NH2:17])=[O:16])=[N:4][N:5]([C:7]2[CH:12]=[CH:11][CH:10]=[C:9]([Cl:13])[C:8]=2[F:14])[CH:6]=1.[O-:18][C:19]#[N:20].[K+].C(O)(C)C.O.C(O)(=O)C. (5) Given the product [CH3:1][O:2][C:3]1[CH:16]=[C:15]2[C:6](=[CH:5][CH:4]=1)[N:7]([CH3:20])[C:8]1[CH:9]=[CH:10][C:11]([NH2:17])=[CH:12][C:13]=1[S:14]2, predict the reactants needed to synthesize it. The reactants are: [CH3:1][O:2][C:3]1[CH:4]=[CH:5][C:6]2[N:7]([CH3:20])[C:8]3[C:13]([S:14][C:15]=2[CH:16]=1)=[CH:12][C:11]([N+:17]([O-])=O)=[CH:10][CH:9]=3. (6) Given the product [Cl:1][C:2]1[CH:7]=[C:6]([CH3:8])[N:5]=[CH:4][C:3]=1[CH:9]=[O:10], predict the reactants needed to synthesize it. The reactants are: [Cl:1][C:2]1[CH:7]=[C:6]([CH3:8])[N:5]=[CH:4][C:3]=1[CH2:9][OH:10].CC(OI1(OC(C)=O)(OC(C)=O)OC(=O)C2C=CC=CC1=2)=O. (7) Given the product [F:8][C:5]1[CH:6]=[CH:7][C:2]([C:26]2([OH:27])[CH2:25][CH2:24][N:23]([C:28]([O:30][C:31]([CH3:33])([CH3:32])[CH3:34])=[O:29])[CH2:22][C:21]2([CH3:35])[CH3:20])=[CH:3][CH:4]=1, predict the reactants needed to synthesize it. The reactants are: Br[C:2]1[CH:7]=[CH:6][C:5]([F:8])=[CH:4][CH:3]=1.[Li]CCCC.CCCCCC.[CH3:20][C:21]1([CH3:35])[C:26](=[O:27])[CH2:25][CH2:24][N:23]([C:28]([O:30][C:31]([CH3:34])([CH3:33])[CH3:32])=[O:29])[CH2:22]1.